From a dataset of Catalyst prediction with 721,799 reactions and 888 catalyst types from USPTO. Predict which catalyst facilitates the given reaction. (1) Product: [NH2:9][C:10]([NH2:15])=[S:11].[CH3:12][C:13]([N:15]([C:1](=[O:8])[C:2]1[CH:7]=[CH:6][CH:5]=[CH:4][CH:3]=1)[C:16]([CH3:18])=[O:17])=[O:14]. The catalyst class is: 4. Reactant: [C:1]([N:9]=[C:10]=[S:11])(=[O:8])[C:2]1[CH:7]=[CH:6][CH:5]=[CH:4][CH:3]=1.[CH3:12][C:13]([NH:15][C:16]([CH3:18])=[O:17])=[O:14].CC(C)=O. (2) Reactant: [CH2:1]([O:8][C:9]1[C:14]([F:15])=[CH:13][C:12]([CH:16]([C:18]2[C:26]3[C:21](=[N:22][CH:23]=[CH:24][CH:25]=3)[NH:20][CH:19]=2)O)=[C:11]([F:27])[CH:10]=1)[C:2]1[CH:7]=[CH:6][CH:5]=[CH:4][CH:3]=1.C([SiH](CC)CC)C.FC(F)(F)C(O)=O. Product: [CH2:1]([O:8][C:9]1[C:14]([F:15])=[CH:13][C:12]([CH2:16][C:18]2[C:26]3[C:21](=[N:22][CH:23]=[CH:24][CH:25]=3)[NH:20][CH:19]=2)=[C:11]([F:27])[CH:10]=1)[C:2]1[CH:3]=[CH:4][CH:5]=[CH:6][CH:7]=1. The catalyst class is: 10.